From a dataset of NCI-60 drug combinations with 297,098 pairs across 59 cell lines. Regression. Given two drug SMILES strings and cell line genomic features, predict the synergy score measuring deviation from expected non-interaction effect. Drug 2: CC1=C2C(C(=O)C3(C(CC4C(C3C(C(C2(C)C)(CC1OC(=O)C(C(C5=CC=CC=C5)NC(=O)OC(C)(C)C)O)O)OC(=O)C6=CC=CC=C6)(CO4)OC(=O)C)O)C)O. Cell line: EKVX. Synergy scores: CSS=1.19, Synergy_ZIP=1.27, Synergy_Bliss=4.94, Synergy_Loewe=0.597, Synergy_HSA=1.07. Drug 1: C1=CC(=CC=C1C#N)C(C2=CC=C(C=C2)C#N)N3C=NC=N3.